This data is from Reaction yield outcomes from USPTO patents with 853,638 reactions. The task is: Predict the reaction yield, written as a fraction of the theoretical maximum amount of product (1.0 means a 100% yield; for example, 0.34 means a 34% yield). (1) The reactants are O.[C:2]([C:4]1[CH:5]=[C:6]([N:10]2[C:16](=[O:17])[CH2:15][C:14](=[O:18])[NH:13][C:12]3[C:19]4[C:24]([CH:25]=[CH:26][C:11]2=3)=[CH:23][CH:22]=[CH:21][CH:20]=4)[CH:7]=[CH:8][CH:9]=1)#[N:3].[H-].[Na+].I[CH3:30]. The catalyst is CS(C)=O.CCCCCC. The product is [C:2]([C:4]1[CH:5]=[C:6]([N:10]2[C:16](=[O:17])[CH2:15][C:14](=[O:18])[N:13]([CH3:30])[C:12]3[C:19]4[C:24]([CH:25]=[CH:26][C:11]2=3)=[CH:23][CH:22]=[CH:21][CH:20]=4)[CH:7]=[CH:8][CH:9]=1)#[N:3]. The yield is 0.270. (2) The reactants are [CH:1]1([C@H:4]2[C@H:13]([CH3:14])[C@@H:12]([NH:15][C:16]3[CH:21]=[CH:20][CH:19]=[C:18]([CH3:22])[N:17]=3)[C:11]3[C:6](=[CH:7][CH:8]=[C:9]([C:23]4[CH2:24][CH2:25][NH:26][CH2:27][CH:28]=4)[CH:10]=3)[N:5]2[C:29](=[O:31])[CH3:30])[CH2:3][CH2:2]1. The catalyst is C(O)C.[Pd]. The product is [CH:1]1([C@H:4]2[C@H:13]([CH3:14])[C@@H:12]([NH:15][C:16]3[CH:21]=[CH:20][CH:19]=[C:18]([CH3:22])[N:17]=3)[C:11]3[C:6](=[CH:7][CH:8]=[C:9]([CH:23]4[CH2:24][CH2:25][NH:26][CH2:27][CH2:28]4)[CH:10]=3)[N:5]2[C:29](=[O:31])[CH3:30])[CH2:2][CH2:3]1. The yield is 0.180. (3) The reactants are C(N(CC)CC)C.[C:8]([NH:11][C:12]1[S:13][C:14]([S:18](Cl)(=[O:20])=[O:19])=[C:15]([CH3:17])[N:16]=1)(=[O:10])[CH3:9].[CH:22]([O:35][C:36]1[C:37]2[C:49](=[O:50])[N:48]([CH2:51][C:52]3[CH:57]=[CH:56][C:55]([F:58])=[CH:54][CH:53]=3)[CH2:47][C:38]=2[C:39]([OH:46])=[C:40]2[C:45]=1[N:44]=[CH:43][CH:42]=[CH:41]2)([C:29]1[CH:34]=[CH:33][CH:32]=[CH:31][CH:30]=1)[C:23]1[CH:28]=[CH:27][CH:26]=[CH:25][CH:24]=1.CCOC(C)=O.CCCCCC. The catalyst is CN(C1C=CN=CC=1)C.CCOC(C)=O. The product is [CH:22]([O:35][C:36]1[C:37]2[C:49](=[O:50])[N:48]([CH2:51][C:52]3[CH:57]=[CH:56][C:55]([F:58])=[CH:54][CH:53]=3)[CH2:47][C:38]=2[C:39]([O:46][S:18]([C:14]2[S:13][C:12]([NH:11][C:8](=[O:10])[CH3:9])=[N:16][C:15]=2[CH3:17])(=[O:19])=[O:20])=[C:40]2[C:45]=1[N:44]=[CH:43][CH:42]=[CH:41]2)([C:23]1[CH:28]=[CH:27][CH:26]=[CH:25][CH:24]=1)[C:29]1[CH:30]=[CH:31][CH:32]=[CH:33][CH:34]=1. The yield is 0.790. (4) The reactants are CCO.C1(C)C(S([N:13]2[CH:17]=[CH:16][CH:15]=[C:14]2[C:18](=[O:32])[C:19]2[CH:24]=[CH:23][C:22]([NH:25]C(=O)C(F)(F)F)=[CH:21][CH:20]=2)(=O)=O)=CC=CC=1.[OH-].[K+]. The catalyst is CCOC(C)=O. The product is [NH2:25][C:22]1[CH:23]=[CH:24][C:19]([C:18]([C:14]2[NH:13][CH:17]=[CH:16][CH:15]=2)=[O:32])=[CH:20][CH:21]=1. The yield is 0.940. (5) The reactants are [H-].[Na+].[O:3]1[CH2:8][CH2:7][CH2:6][CH2:5][CH:4]1[O:9][CH2:10][CH2:11][OH:12].[CH2:13]([O:15][C:16]([C:18]1[N:19]=[C:20](Br)[S:21][CH:22]=1)=[O:17])[CH3:14].C(O)(=O)C. The catalyst is CN(C)C=O.C(OCC)(=O)C. The product is [CH2:13]([O:15][C:16]([C:18]1[N:19]=[C:20]([O:12][CH2:11][CH2:10][O:9][CH:4]2[CH2:5][CH2:6][CH2:7][CH2:8][O:3]2)[S:21][CH:22]=1)=[O:17])[CH3:14]. The yield is 0.730. (6) The reactants are F[C:2]1[CH:7]=[CH:6][C:5]([F:8])=[CH:4][C:3]=1[N+:9]([O-:11])=[O:10].[CH3:12][NH2:13]. The catalyst is CCO.O. The product is [F:8][C:5]1[CH:6]=[CH:7][C:2]([NH:13][CH3:12])=[C:3]([N+:9]([O-:11])=[O:10])[CH:4]=1. The yield is 0.990. (7) The reactants are Cl[C:2]1[CH:7]=[CH:6][N:5]=[C:4]([N:8]2[CH2:19][CH2:18][N:17]3[C:10](=[CH:11][C:12]4[CH2:13][C:14]([CH3:21])([CH3:20])[CH2:15][C:16]=43)[C:9]2=[O:22])[C:3]=1[C:23]([OH:25])=[O:24].[CH3:26][N:27]1[CH:32]=[C:31](B2OC(C)(C)C(C)(C)O2)[CH:30]=[C:29]([NH:42][C:43]2[CH:48]=[CH:47][C:46]([N:49]3[CH2:54][CH2:53][N:52]([CH:55]4[CH2:58][O:57][CH2:56]4)[CH2:51][C@@H:50]3[CH3:59])=[CH:45][N:44]=2)[C:28]1=[O:60].[O-]P([O-])([O-])=O.[K+].[K+].[K+].C([O-])(=O)C.[Na+]. The catalyst is C1C=CC(P(C2C=CC=CC=2)[C-]2C=CC=C2)=CC=1.C1C=CC(P(C2C=CC=CC=2)[C-]2C=CC=C2)=CC=1.Cl[Pd]Cl.[Fe+2].O.C(#N)C. The product is [CH3:20][C:14]1([CH3:21])[CH2:13][C:12]2[CH:11]=[C:10]3[N:17]([CH2:18][CH2:19][N:8]([C:4]4[C:3]([C:23]([OH:25])=[O:24])=[C:2]([C:31]5[CH:30]=[C:29]([NH:42][C:43]6[CH:48]=[CH:47][C:46]([N:49]7[CH2:54][CH2:53][N:52]([CH:55]8[CH2:56][O:57][CH2:58]8)[CH2:51][C@@H:50]7[CH3:59])=[CH:45][N:44]=6)[C:28](=[O:60])[N:27]([CH3:26])[CH:32]=5)[CH:7]=[CH:6][N:5]=4)[C:9]3=[O:22])[C:16]=2[CH2:15]1. The yield is 0.410.